The task is: Predict the reaction yield, written as a fraction of the theoretical maximum amount of product (1.0 means a 100% yield; for example, 0.34 means a 34% yield).. This data is from Reaction yield outcomes from USPTO patents with 853,638 reactions. (1) The reactants are [N:1]([CH2:4][C:5]1[C:13]2[N:12]=[CH:11][N:10]([C:14]([O:16][C:17]([CH3:20])([CH3:19])[CH3:18])=[O:15])[C:9]=2[CH:8]=[CH:7][CH:6]=1)=[N+]=[N-].[Cl:21][C:22]1[CH:23]=[C:24]([CH:35]=[CH:36][C:37]=1[C:38]([O:40][CH3:41])=[O:39])[C:25](ON1C(=O)CCC1=O)=[O:26]. The catalyst is [Pd].CO.C1C=CC=CC=1. The product is [Cl:21][C:22]1[CH:23]=[C:24]([C:25]([NH:1][CH2:4][C:5]2[C:13]3[N:12]=[CH:11][N:10]([C:14]([O:16][C:17]([CH3:20])([CH3:19])[CH3:18])=[O:15])[C:9]=3[CH:8]=[CH:7][CH:6]=2)=[O:26])[CH:35]=[CH:36][C:37]=1[C:38]([O:40][CH3:41])=[O:39]. The yield is 0.660. (2) The reactants are [C:1]([C:3]1[CH:8]=[CH:7][CH:6]=[CH:5][C:4]=1[C:9]1[CH:14]=[CH:13][C:12]([CH:15]([CH:17]([C:23](=O)[CH2:24][CH2:25][CH3:26])[C:18](OCC)=[O:19])[CH3:16])=[CH:11][CH:10]=1)#[N:2].[O:28]1[C:32]2([CH2:37][CH2:36][CH:35]([NH:38][C:39]3[NH:43][CH:42]=[N:41][N:40]=3)[CH2:34][CH2:33]2)[O:31][CH2:30][CH2:29]1.N12CCCN=C1CCCCC2.C(N(CC)C1C=CC=CC=1)C. The catalyst is Cl. The product is [O:28]1[C:32]2([CH2:33][CH2:34][CH:35]([N:38]3[C:18](=[O:19])[C:17]([CH:15]([C:12]4[CH:13]=[CH:14][C:9]([C:4]5[C:3]([C:1]#[N:2])=[CH:8][CH:7]=[CH:6][CH:5]=5)=[CH:10][CH:11]=4)[CH3:16])=[C:23]([CH2:24][CH2:25][CH3:26])[N:40]4[N:41]=[CH:42][N:43]=[C:39]34)[CH2:36][CH2:37]2)[O:31][CH2:30][CH2:29]1. The yield is 0.430. (3) The reactants are [CH3:1][C:2]1([CH3:9])[CH2:7][CH2:6][C:5](=[O:8])[CH:4]=[CH:3]1.[H][H]. The catalyst is [Pd].CCCCC. The product is [CH3:1][C:2]1([CH3:9])[CH2:7][CH2:6][C:5](=[O:8])[CH2:4][CH2:3]1. The yield is 0.980. (4) The reactants are [CH:1]1[C:14]2[C:15]3=[C:16]4[C:11](=[CH:12][CH:13]=2)[CH:10]=[CH:9][CH:8]=[C:7]4[CH:6]=[CH:5][C:4]3=[CH:3][CH:2]=1.C1C(=O)N([Br:24])C(=O)C1. The catalyst is C(Cl)(Cl)Cl. The product is [Br:24][C:8]1[C:7]2[C:16]3=[C:15]4[C:4](=[CH:5][CH:6]=2)[CH:3]=[CH:2][CH:1]=[C:14]4[CH:13]=[CH:12][C:11]3=[CH:10][CH:9]=1. The yield is 0.720. (5) The product is [F:11][C:12]1[CH:17]=[CH:16][C:15]([O:18][CH2:19][CH2:20][CH3:21])=[CH:14][C:13]=1[C:2]1[N:7]=[C:6]([C:8]([OH:10])=[O:9])[CH:5]=[CH:4][CH:3]=1. The yield is 0.200. The catalyst is C1C=CC(P(C2C=CC=CC=2)[C-]2C=CC=C2)=CC=1.C1C=CC(P(C2C=CC=CC=2)[C-]2C=CC=C2)=CC=1.Cl[Pd]Cl.[Fe+2].C(Cl)Cl. The reactants are Br[C:2]1[N:7]=[C:6]([C:8]([OH:10])=[O:9])[CH:5]=[CH:4][CH:3]=1.[F:11][C:12]1[CH:17]=[CH:16][C:15]([O:18][CH2:19][CH2:20][CH3:21])=[CH:14][C:13]=1B(O)O. (6) The product is [O:51]=[C:50]([N:52]1[CH2:53][CH2:54][N:55]([C:58](=[O:69])[C:59]2[CH:64]=[CH:63][CH:62]=[CH:61][C:60]=2[C:65]([F:68])([F:67])[F:66])[CH2:56][CH2:57]1)[CH2:49][NH:48][C:23]([C:11]1[CH:12]=[CH:13][C:14]2[C:15]3[C:20](=[CH:19][CH:18]=[CH:17][CH:16]=3)[CH2:21][C:22]=2[CH:10]=1)=[O:25]. The reactants are CCN(C(C)C)C(C)C.[CH:10]1[C:22]2[CH2:21][C:20]3[C:15](=[CH:16][CH:17]=[CH:18][CH:19]=3)[C:14]=2[CH:13]=[CH:12][C:11]=1[C:23]([OH:25])=O.C1C=CC2N(O)N=NC=2C=1.CCN=C=NCCCN(C)C.Cl.[NH2:48][CH2:49][C:50]([N:52]1[CH2:57][CH2:56][N:55]([C:58](=[O:69])[C:59]2[CH:64]=[CH:63][CH:62]=[CH:61][C:60]=2[C:65]([F:68])([F:67])[F:66])[CH2:54][CH2:53]1)=[O:51]. The catalyst is CN(C=O)C.O. The yield is 0.434. (7) The reactants are Br[C:2]1[CH:7]=[CH:6][C:5]([C:8](=[O:20])[CH2:9][CH2:10][C:11](=[O:19])[CH2:12][CH2:13][C:14]([O:16][CH2:17][CH3:18])=[O:15])=[CH:4][CH:3]=1.[O:21]1[CH2:25][CH2:24][NH:23][C:22]1=[O:26].N1CCC[C@H]1C(O)=O.C([O-])([O-])=O.[K+].[K+]. The catalyst is O1CCOCC1.[Cu]I. The product is [O:19]=[C:11]([CH2:10][CH2:9][C:8](=[O:20])[C:5]1[CH:6]=[CH:7][C:2]([N:23]2[CH2:24][CH2:25][O:21][C:22]2=[O:26])=[CH:3][CH:4]=1)[CH2:12][CH2:13][C:14]([O:16][CH2:17][CH3:18])=[O:15]. The yield is 0.100. (8) The reactants are [Br:1][C:2]1[CH:7]=[C:6]([C:8]2[C:9]([C:15]3[CH:20]=[CH:19][CH:18]=[CH:17][CH:16]=3)=[N:10][O:11][C:12]=2[CH2:13]Br)[CH:5]=[CH:4][N:3]=1.[NH:21]1[CH2:26][CH2:25][O:24][CH2:23][CH2:22]1.C([O-])([O-])=O.[K+].[K+]. The catalyst is CN(C=O)C.[Cl-].[Na+].O. The product is [Br:1][C:2]1[CH:7]=[C:6]([C:8]2[C:9]([C:15]3[CH:20]=[CH:19][CH:18]=[CH:17][CH:16]=3)=[N:10][O:11][C:12]=2[CH2:13][N:21]2[CH2:26][CH2:25][O:24][CH2:23][CH2:22]2)[CH:5]=[CH:4][N:3]=1. The yield is 0.940. (9) The reactants are CC1(C)[N:6]([C:7]([O:9][C:10]([CH3:13])([CH3:12])[CH3:11])=[O:8])[C@@H:5]([CH:14]=[CH2:15])[CH2:4][O:3]1.O.C1(C)C=CC(S(O)(=O)=O)=CC=1. The catalyst is CO.C([O-])(O)=O.[Na+]. The product is [OH:3][CH2:4][C@@H:5]([NH:6][C:7](=[O:8])[O:9][C:10]([CH3:13])([CH3:12])[CH3:11])[CH:14]=[CH2:15]. The yield is 0.760.